This data is from Reaction yield outcomes from USPTO patents with 853,638 reactions. The task is: Predict the reaction yield, written as a fraction of the theoretical maximum amount of product (1.0 means a 100% yield; for example, 0.34 means a 34% yield). (1) The catalyst is CCCCO. The reactants are Cl[C:2]1[N:7]=[C:6]([N:8]([CH3:26])[CH:9]2[CH2:25][CH2:24][C:12]3([CH2:16][N:15]([C:17]([O:19][C:20]([CH3:23])([CH3:22])[CH3:21])=[O:18])[CH2:14][CH2:13]3)[CH2:11][CH2:10]2)[C:5]([Cl:27])=[CH:4][N:3]=1.Cl.[CH3:29][N:30]1[CH:34]=[C:33]([NH2:35])[CH:32]=[N:31]1.CCN(C(C)C)C(C)C. The yield is 0.930. The product is [Cl:27][C:5]1[C:6]([N:8]([CH3:26])[CH:9]2[CH2:10][CH2:11][C:12]3([CH2:16][N:15]([C:17]([O:19][C:20]([CH3:21])([CH3:22])[CH3:23])=[O:18])[CH2:14][CH2:13]3)[CH2:24][CH2:25]2)=[N:7][C:2]([NH:35][C:33]2[CH:32]=[N:31][N:30]([CH3:29])[CH:34]=2)=[N:3][CH:4]=1. (2) The reactants are [Cl:1][C:2]1[CH:10]=[CH:9][CH:8]=[CH:7][C:3]=1[CH2:4][C:5]#N.IC.[H-].[Na+].[CH3:15]OC(C)(C)C.C[N:22]([CH3:25])C=O. No catalyst specified. The product is [Cl:1][C:2]1[CH:10]=[CH:9][CH:8]=[CH:7][C:3]=1[C:4]([CH3:15])([CH3:5])[C:25]#[N:22]. The yield is 0.918. (3) The reactants are Br[C:2]1[CH:11]=[CH:10][C:5]([C:6]([O:8]C)=O)=[CH:4][C:3]=1CBr.C([O-])([O-])=O.[K+].[K+].[CH3:20][C:21](C)=O. No catalyst specified. The product is [C:20]([C:2]1[CH:3]=[CH:4][C:5]([CH2:6][OH:8])=[CH:10][CH:11]=1)#[CH:21]. The yield is 0.990. (4) The reactants are Cl[C:2]1[C:3](=[O:24])[C:4](=[O:23])[C:5]=1[NH:6][C:7]1[CH:12]=[CH:11][CH:10]=[C:9]([C:13]([N:15]2[CH2:20][CH2:19][N:18]([CH3:21])[CH2:17][CH2:16]2)=[O:14])[C:8]=1[OH:22].[Br:25][C:26]1[CH:32]=[CH:31][CH:30]=[CH:29][C:27]=1[NH2:28]. The catalyst is CS(C)=O. The product is [OH:22][C:8]1[C:9]([C:13]([N:15]2[CH2:20][CH2:19][N:18]([CH3:21])[CH2:17][CH2:16]2)=[O:14])=[CH:10][CH:11]=[CH:12][C:7]=1[NH:6][C:5]1[C:4](=[O:23])[C:3](=[O:24])[C:2]=1[NH:28][C:27]1[CH:29]=[CH:30][CH:31]=[CH:32][C:26]=1[Br:25]. The yield is 0.460. (5) The reactants are [NH2:1][C:2]1[CH:3]=[CH:4][C:5]2[CH2:9][O:8][B:7]([OH:10])[C:6]=2[CH:11]=1.CN1CCOCC1.[C:19]([C:21]1[CH:26]=[C:25]([N+:27]([O-:29])=[O:28])[CH:24]=[CH:23][C:22]=1[S:30](Cl)(=[O:32])=[O:31])#[N:20]. The catalyst is CC#N. The product is [C:19]([C:21]1[CH:26]=[C:25]([N+:27]([O-:29])=[O:28])[CH:24]=[CH:23][C:22]=1[S:30]([NH:1][C:2]1[CH:3]=[CH:4][C:5]2[CH2:9][O:8][B:7]([OH:10])[C:6]=2[CH:11]=1)(=[O:32])=[O:31])#[N:20]. The yield is 0.279. (6) The reactants are [CH2:1]([O:8][C:9]1[CH:14]=[CH:13][C:12]([CH:15]([CH:21]=[O:22])[C:16]([O:18][CH2:19][CH3:20])=[O:17])=[CH:11][C:10]=1[O:23][CH3:24])[C:2]1[CH:7]=[CH:6][CH:5]=[CH:4][CH:3]=1.[BH4-].[Na+].O. The catalyst is CO.C(Cl)Cl. The product is [CH2:1]([O:8][C:9]1[CH:14]=[CH:13][C:12]([CH:15]([CH2:21][OH:22])[C:16]([O:18][CH2:19][CH3:20])=[O:17])=[CH:11][C:10]=1[O:23][CH3:24])[C:2]1[CH:3]=[CH:4][CH:5]=[CH:6][CH:7]=1. The yield is 0.971. (7) The reactants are [OH:1][C:2]1[CH:3]=[C:4]([C:12]2[N:16]=[CH:15][N:14](/[CH:17]=[CH:18]\[C:19]([O:21]C(C)C)=[O:20])[N:13]=2)[CH:5]=[C:6]([C:8]([F:11])([F:10])[F:9])[CH:7]=1.[Li+].[OH-]. The catalyst is C1COCC1.O. The product is [OH:1][C:2]1[CH:3]=[C:4]([C:12]2[N:16]=[CH:15][N:14](/[CH:17]=[CH:18]\[C:19]([OH:21])=[O:20])[N:13]=2)[CH:5]=[C:6]([C:8]([F:9])([F:10])[F:11])[CH:7]=1. The yield is 0.855. (8) The reactants are [CH3:1][O:2][C:3]1[C:7]([CH3:8])=[C:6]([O:9][CH3:10])[S:5][C:4]=1[C:11]1[CH:16]=[CH:15][C:14]([N:17]([CH3:38])[CH2:18][CH2:19][N:20]([C:22]2[CH:23]=[CH:24][C:25]([C:28]3[S:29][C:30]([O:36][CH3:37])=[C:31]([CH3:35])[C:32]=3[O:33][CH3:34])=[N:26][CH:27]=2)[CH3:21])=[CH:13][N:12]=1.[CH3:39][S:40]([OH:43])(=[O:42])=[O:41]. The catalyst is CO. The product is [CH3:39][S:40]([OH:43])(=[O:42])=[O:41].[CH3:39][S:40]([OH:43])(=[O:42])=[O:41].[CH3:1][O:2][C:3]1[C:7]([CH3:8])=[C:6]([O:9][CH3:10])[S:5][C:4]=1[C:11]1[CH:16]=[CH:15][C:14]([N:17]([CH3:38])[CH2:18][CH2:19][N:20]([C:22]2[CH:23]=[CH:24][C:25]([C:28]3[S:29][C:30]([O:36][CH3:37])=[C:31]([CH3:35])[C:32]=3[O:33][CH3:34])=[N:26][CH:27]=2)[CH3:21])=[CH:13][N:12]=1. The yield is 0.510. (9) The reactants are C([O:3][CH2:4][CH2:5][O:6][NH:7][C:8]([C:10]1[CH:15]=[CH:14][C:13](=[O:16])[N:12]([CH3:17])[C:11]=1[NH:18][C:19]1[CH:24]=[CH:23][C:22]([Br:25])=[CH:21][C:20]=1[F:26])=[O:9])=C.BrC1C=CC(NC2N(C)C(=O)C=CC=2C(O)=O)=C(F)C=1.C(OCCON)=C. No catalyst specified. The product is [OH:3][CH2:4][CH2:5][O:6][NH:7][C:8]([C:10]1[CH:15]=[CH:14][C:13](=[O:16])[N:12]([CH3:17])[C:11]=1[NH:18][C:19]1[CH:24]=[CH:23][C:22]([Br:25])=[CH:21][C:20]=1[F:26])=[O:9]. The yield is 0.600.